Dataset: Catalyst prediction with 721,799 reactions and 888 catalyst types from USPTO. Task: Predict which catalyst facilitates the given reaction. Reactant: [CH2:1]([O:3][C:4]1[CH:9]=[C:8]([CH2:10][OH:11])[CH:7]=[CH:6][C:5]=1[C:12]1[CH:17]=[CH:16][C:15]([F:18])=[CH:14][CH:13]=1)[CH3:2]. Product: [CH2:1]([O:3][C:4]1[CH:9]=[C:8]([CH:10]=[O:11])[CH:7]=[CH:6][C:5]=1[C:12]1[CH:13]=[CH:14][C:15]([F:18])=[CH:16][CH:17]=1)[CH3:2]. The catalyst class is: 704.